From a dataset of Full USPTO retrosynthesis dataset with 1.9M reactions from patents (1976-2016). Predict the reactants needed to synthesize the given product. (1) Given the product [CH3:40][O:39][CH2:38][CH2:37][CH:8]([C:7]1[C:2]([CH3:1])=[N:3][C:4]([N:20]2[CH2:21][CH2:22][CH2:23][CH2:24][CH2:25]2)=[N:5][C:6]=1[C:13]1[CH:18]=[CH:17][C:16]([CH3:19])=[CH:15][CH:14]=1)[C:9]([O:11][CH3:12])=[O:10], predict the reactants needed to synthesize it. The reactants are: [CH3:1][C:2]1[C:7]([CH2:8][C:9]([O:11][CH3:12])=[O:10])=[C:6]([C:13]2[CH:18]=[CH:17][C:16]([CH3:19])=[CH:15][CH:14]=2)[N:5]=[C:4]([N:20]2[CH2:25][CH2:24][CH2:23][CH2:22][CH2:21]2)[N:3]=1.[Li+].C[Si]([N-][Si](C)(C)C)(C)C.C1[CH2:40][O:39][CH2:38][CH2:37]1.COCCBr. (2) Given the product [CH3:49][O:48][CH2:47][C@:2]1([OH:1])[CH2:7][CH2:6][CH2:5][CH2:4][C@H:3]1[N:8]1[C:12]([C:13]2[CH:14]=[CH:15][CH:16]=[CH:17][CH:18]=2)=[C:11]([C:19]([N:21]2[CH2:26][CH2:25][NH:24][CH2:23][C@H:22]2[CH2:37][CH2:38][O:39][C:40]2[CH:41]=[N:42][CH:43]=[CH:44][CH:45]=2)=[O:20])[N:10]=[CH:9]1, predict the reactants needed to synthesize it. The reactants are: [OH:1][C@@:2]1([CH2:47][O:48][CH3:49])[CH2:7][CH2:6][CH2:5][CH2:4][C@H:3]1[N:8]1[C:12]([C:13]2[CH:18]=[CH:17][CH:16]=[CH:15][CH:14]=2)=[C:11]([C:19]([N:21]2[CH2:26][CH2:25][N:24](C(OCC3C=CC=CC=3)=O)[CH2:23][C@H:22]2[CH2:37][CH2:38][O:39][C:40]2[CH:41]=[N+:42]([O-])[CH:43]=[CH:44][CH:45]=2)=[O:20])[N:10]=[CH:9]1. (3) Given the product [OH:24][C:15]1[CH:16]=[C:17]([O:20][CH2:21][CH2:22][O:10][N:9]=[C:7]([C:1]2[CH:6]=[CH:5][CH:4]=[CH:3][CH:2]=2)[CH3:8])[CH:18]=[CH:19][C:14]=1[C:13]([OH:25])=[O:12], predict the reactants needed to synthesize it. The reactants are: [C:1]1([C:7](=[N:9][OH:10])[CH3:8])[CH:6]=[CH:5][CH:4]=[CH:3][CH:2]=1.C[O:12][C:13](=[O:25])[C:14]1[CH:19]=[CH:18][C:17]([O:20][CH2:21][CH2:22]Br)=[CH:16][C:15]=1[OH:24].[OH-].[Na+]. (4) Given the product [CH2:7]([C:1]1[CH:6]=[CH:5][CH:4]=[CH:3][CH:2]=1)[CH2:9][CH2:8][CH3:10], predict the reactants needed to synthesize it. The reactants are: [C:1]1([CH3:7])[CH:6]=[CH:5][CH:4]=[CH:3][CH:2]=1.[CH:8](O)([CH3:10])[CH3:9]. (5) Given the product [CH3:9][C@H:8]([C:4]1[O:3][C:2]([CH3:1])=[N:6][C:5]=1[CH3:7])[OH:10], predict the reactants needed to synthesize it. The reactants are: [CH3:1][C:2]1[O:3][C:4]([C:8](=[O:10])[CH3:9])=[C:5]([CH3:7])[N:6]=1. (6) Given the product [CH3:1][C:2]1[C:3]([C:18]([N:60]2[CH2:61][CH2:62][CH:57]([N:52]3[CH2:56][CH2:55][CH2:54][CH2:53]3)[CH2:58][CH2:59]2)=[O:20])=[N:4][CH:5]=[C:6]([C:8]2[CH:13]=[CH:12][CH:11]=[C:10]([C:14]([F:15])([F:16])[F:17])[CH:9]=2)[CH:7]=1, predict the reactants needed to synthesize it. The reactants are: [CH3:1][C:2]1[C:3]([C:18]([OH:20])=O)=[N:4][CH:5]=[C:6]([C:8]2[CH:13]=[CH:12][CH:11]=[C:10]([C:14]([F:17])([F:16])[F:15])[CH:9]=2)[CH:7]=1.F[P-](F)(F)(F)(F)F.N1(OC(N(C)C)=[N+](C)C)C2N=CC=CC=2N=N1.CCN(CC)CC.[N:52]1([CH:57]2[CH2:62][CH2:61][NH:60][CH2:59][CH2:58]2)[CH2:56][CH2:55][CH2:54][CH2:53]1. (7) Given the product [ClH:1].[CH2:12]1[C:13]2[C:9](=[CH:8][C:7]([O:6][CH2:5][CH2:4][N:3]([CH3:23])[CH3:2])=[CH:15][CH:14]=2)[CH2:10][NH:11]1, predict the reactants needed to synthesize it. The reactants are: [ClH:1].[CH3:2][N:3]([CH3:23])[CH2:4][CH2:5][O:6][C:7]1[CH:8]=[C:9]2[C:13](=[CH:14][CH:15]=1)[CH2:12][N:11](C(OC(C)(C)C)=O)[CH2:10]2.